The task is: Regression. Given two drug SMILES strings and cell line genomic features, predict the synergy score measuring deviation from expected non-interaction effect.. This data is from Merck oncology drug combination screen with 23,052 pairs across 39 cell lines. (1) Drug 1: CC(=O)OC1C(=O)C2(C)C(O)CC3OCC3(OC(C)=O)C2C(OC(=O)c2ccccc2)C2(O)CC(OC(=O)C(O)C(NC(=O)c3ccccc3)c3ccccc3)C(C)=C1C2(C)C. Drug 2: CC1(c2nc3c(C(N)=O)cccc3[nH]2)CCCN1. Cell line: SW620. Synergy scores: synergy=5.30. (2) Drug 1: O=C(CCCCCCC(=O)Nc1ccccc1)NO. Drug 2: CNC(=O)c1cc(Oc2ccc(NC(=O)Nc3ccc(Cl)c(C(F)(F)F)c3)cc2)ccn1. Cell line: A427. Synergy scores: synergy=-8.00. (3) Drug 1: CCC1=CC2CN(C1)Cc1c([nH]c3ccccc13)C(C(=O)OC)(c1cc3c(cc1OC)N(C)C1C(O)(C(=O)OC)C(OC(C)=O)C4(CC)C=CCN5CCC31C54)C2. Drug 2: CS(=O)(=O)CCNCc1ccc(-c2ccc3ncnc(Nc4ccc(OCc5cccc(F)c5)c(Cl)c4)c3c2)o1. Cell line: A2058. Synergy scores: synergy=-16.5. (4) Drug 1: COc1cccc2c1C(=O)c1c(O)c3c(c(O)c1C2=O)CC(O)(C(=O)CO)CC3OC1CC(N)C(O)C(C)O1. Drug 2: COC1CC2CCC(C)C(O)(O2)C(=O)C(=O)N2CCCCC2C(=O)OC(C(C)CC2CCC(OP(C)(C)=O)C(OC)C2)CC(=O)C(C)C=C(C)C(O)C(OC)C(=O)C(C)CC(C)C=CC=CC=C1C. Cell line: UACC62. Synergy scores: synergy=19.7.